The task is: Predict the product of the given reaction.. This data is from Forward reaction prediction with 1.9M reactions from USPTO patents (1976-2016). (1) Given the reactants [NH2:1][CH2:2][CH2:3][CH2:4][C:5]1[CH:14]=[CH:13][C:12]2[C:7](=[CH:8][CH:9]=[C:10]([Cl:25])[C:11]=2[NH:15][C:16](=[O:24])[CH2:17][CH:18]2[CH2:23][CH2:22][CH2:21][CH2:20][CH2:19]2)[N:6]=1.[CH:26](=O)[CH2:27][CH2:28][CH3:29].C(O[BH-](OC(=O)C)OC(=O)C)(=O)C.[Na+], predict the reaction product. The product is: [ClH:25].[ClH:25].[CH2:26]([NH:1][CH2:2][CH2:3][CH2:4][C:5]1[CH:14]=[CH:13][C:12]2[C:7](=[CH:8][CH:9]=[C:10]([Cl:25])[C:11]=2[NH:15][C:16](=[O:24])[CH2:17][CH:18]2[CH2:23][CH2:22][CH2:21][CH2:20][CH2:19]2)[N:6]=1)[CH2:27][CH2:28][CH3:29]. (2) Given the reactants [CH:1]([C@@H:4]1[CH2:8][O:7][C:6](=[O:9])[N:5]1[C:10]1[CH:18]=[CH:17][C:13]([C:14]([OH:16])=O)=[CH:12][CH:11]=1)([CH3:3])[CH3:2].Cl.[Cl:20][C:21]1[CH:26]=[CH:25][C:24]([C:27]([CH:29]2[CH2:34][CH2:33][NH:32][CH2:31][CH2:30]2)=[O:28])=[CH:23][CH:22]=1.O.[Cl-].COC1N=C(OC)N=C([N+]2(C)CCOCC2)N=1.CN1CCOCC1, predict the reaction product. The product is: [Cl:20][C:21]1[CH:22]=[CH:23][C:24]([C:27]([CH:29]2[CH2:34][CH2:33][N:32]([C:14]([C:13]3[CH:12]=[CH:11][C:10]([N:5]4[C@H:4]([CH:1]([CH3:2])[CH3:3])[CH2:8][O:7][C:6]4=[O:9])=[CH:18][CH:17]=3)=[O:16])[CH2:31][CH2:30]2)=[O:28])=[CH:25][CH:26]=1. (3) The product is: [F:9][C:10]1[CH:15]=[C:14]([B:17]([OH:22])[OH:18])[C:13]([F:16])=[CH:12][N:11]=1. Given the reactants [Li+].CC([N-]C(C)C)C.[F:9][C:10]1[CH:15]=[CH:14][C:13]([F:16])=[CH:12][N:11]=1.[B:17](OC(C)C)([O:22]C(C)C)[O:18]C(C)C, predict the reaction product. (4) Given the reactants CS(O)(=O)=O.[NH2:6][CH2:7][C:8]1[CH:9]=[C:10]2[C:14](=[CH:15][CH:16]=1)[C:13](=[O:17])[N:12]([CH:18]1[CH2:23][CH2:22][C:21](=[O:24])[NH:20][C:19]1=[O:25])[CH2:11]2.C1N=CN([C:31]([N:33]2C=N[CH:35]=[CH:34]2)=[O:32])C=1.[Cl:38][C:39]1[CH:40]=[C:41](C(N)C)[CH:42]=[CH:43][C:44]=1[Cl:45].O, predict the reaction product. The product is: [Cl:38][C:39]1[CH:40]=[C:41]([CH:34]([NH:33][C:31]([NH:6][CH2:7][C:8]2[CH:9]=[C:10]3[C:14](=[CH:15][CH:16]=2)[C:13](=[O:17])[N:12]([CH:18]2[CH2:23][CH2:22][C:21](=[O:24])[NH:20][C:19]2=[O:25])[CH2:11]3)=[O:32])[CH3:35])[CH:42]=[CH:43][C:44]=1[Cl:45]. (5) Given the reactants [NH2:1][C:2]1[N:10]=[CH:9][N:8]=[C:7]2[C:3]=1[N:4]([C:34]1[CH:39]=[CH:38][C:37]([O:40][C:41]3[CH:46]=[CH:45][CH:44]=[CH:43][CH:42]=3)=[CH:36][CH:35]=1)[C:5](=[O:33])[N:6]2[C:11]1[CH:12]=[C:13]([N:17]([CH3:32])[C:18](=[O:31])/[CH:19]=[CH:20]/[CH2:21][N:22](C)[C:23](=O)OC(C)(C)C)[CH:14]=[CH:15][CH:16]=1.[ClH:47], predict the reaction product. The product is: [ClH:47].[NH2:1][C:2]1[N:10]=[CH:9][N:8]=[C:7]2[C:3]=1[N:4]([C:34]1[CH:35]=[CH:36][C:37]([O:40][C:41]3[CH:42]=[CH:43][CH:44]=[CH:45][CH:46]=3)=[CH:38][CH:39]=1)[C:5](=[O:33])[N:6]2[C:11]1[CH:12]=[C:13]([N:17]([CH3:32])[C:18](=[O:31])/[CH:19]=[CH:20]/[CH2:21][NH:22][CH3:23])[CH:14]=[CH:15][CH:16]=1. (6) Given the reactants [NH2:1][C:2]1[CH:3]=[CH:4][C:5]([O:8][CH3:9])=[N:6][CH:7]=1.Cl[C:11]1[C:20]([C:21]2[N:26]=[C:25]([CH3:27])[N:24]=[C:23]([N:28]([CH2:38][C:39]3[CH:44]=[CH:43][C:42]([O:45][CH3:46])=[CH:41][CH:40]=3)[CH2:29][C:30]3[CH:35]=[CH:34][C:33]([O:36][CH3:37])=[CH:32][CH:31]=3)[N:22]=2)=[CH:19][C:18]2[C:13](=[CH:14][CH:15]=[CH:16][CH:17]=2)[N:12]=1.[Li+].C[Si]([N-][Si](C)(C)C)(C)C, predict the reaction product. The product is: [CH3:37][O:36][C:33]1[CH:32]=[CH:31][C:30]([CH2:29][N:28]([CH2:38][C:39]2[CH:40]=[CH:41][C:42]([O:45][CH3:46])=[CH:43][CH:44]=2)[C:23]2[N:24]=[C:25]([CH3:27])[N:26]=[C:21]([C:20]3[C:11]([NH:1][C:2]4[CH:7]=[N:6][C:5]([O:8][CH3:9])=[CH:4][CH:3]=4)=[N:12][C:13]4[C:18]([CH:19]=3)=[CH:17][CH:16]=[CH:15][CH:14]=4)[N:22]=2)=[CH:35][CH:34]=1. (7) The product is: [F:6][C:7]1[CH:8]=[CH:9][C:10]([CH2:11][N:12]([C@@H:40]([CH3:45])[C:41]([F:43])([F:42])[F:44])[C:13](=[O:39])[CH2:14][N:15]2[C:19](=[O:20])[C@@:18]3([C:28]4[C:23](=[CH:24][C:25]([NH:29][C:30]([N:32]5[CH2:37][CH2:36][CH2:35][N:34]([S:2]([CH3:1])(=[O:4])=[O:3])[CH2:33]5)=[O:31])=[CH:26][CH:27]=4)[CH2:22][CH2:21]3)[O:17][C:16]2=[O:38])=[CH:46][CH:47]=1. Given the reactants [CH3:1][S:2](Cl)(=[O:4])=[O:3].[F:6][C:7]1[CH:47]=[CH:46][C:10]([CH2:11][N:12]([C@@H:40]([CH3:45])[C:41]([F:44])([F:43])[F:42])[C:13](=[O:39])[CH2:14][N:15]2[C:19](=[O:20])[C@@:18]3([C:28]4[C:23](=[CH:24][C:25]([NH:29][C:30]([N:32]5[CH2:37][CH2:36][CH2:35][NH:34][CH2:33]5)=[O:31])=[CH:26][CH:27]=4)[CH2:22][CH2:21]3)[O:17][C:16]2=[O:38])=[CH:9][CH:8]=1.C(N(CC)CC)C.ClCCl, predict the reaction product.